Dataset: NCI-60 drug combinations with 297,098 pairs across 59 cell lines. Task: Regression. Given two drug SMILES strings and cell line genomic features, predict the synergy score measuring deviation from expected non-interaction effect. (1) Drug 1: C1=CC=C(C=C1)NC(=O)CCCCCCC(=O)NO. Drug 2: C1CC(CCC1OC2=C(C(=CC=C2)Cl)F)(CC3=NC(=CC=C3)NC4=NC=CS4)C(=O)O. Cell line: T-47D. Synergy scores: CSS=50.4, Synergy_ZIP=6.83, Synergy_Bliss=7.79, Synergy_Loewe=6.88, Synergy_HSA=10.4. (2) Drug 1: CCC1(C2=C(COC1=O)C(=O)N3CC4=CC5=C(C=CC(=C5CN(C)C)O)N=C4C3=C2)O.Cl. Drug 2: CC1C(C(CC(O1)OC2CC(CC3=C2C(=C4C(=C3O)C(=O)C5=C(C4=O)C(=CC=C5)OC)O)(C(=O)CO)O)N)O.Cl. Cell line: PC-3. Synergy scores: CSS=41.1, Synergy_ZIP=-9.48, Synergy_Bliss=-10.9, Synergy_Loewe=-7.24, Synergy_HSA=-6.36.